This data is from Forward reaction prediction with 1.9M reactions from USPTO patents (1976-2016). The task is: Predict the product of the given reaction. (1) Given the reactants [CH3:1][N:2]1[CH2:29][CH2:28][CH2:27][C@@:3]1([CH3:30])[C:4]([NH:6][C@H:7]([C:11]([N:13]([C@@H:15]([C@@H:23]([CH3:26])[CH2:24][CH3:25])[C@H:16]([O:21][CH3:22])[CH2:17][C:18]([OH:20])=[O:19])[CH3:14])=[O:12])[CH:8]([CH3:10])[CH3:9])=[O:5].N1C=CC=CC=1.FC(F)(F)C(O[C:42]1[C:47]([F:48])=[C:46]([F:49])[C:45]([F:50])=[C:44]([F:51])[C:43]=1[F:52])=O, predict the reaction product. The product is: [CH3:1][N:2]1[CH2:29][CH2:28][CH2:27][C@@:3]1([CH3:30])[C:4]([NH:6][C@H:7]([C:11]([N:13]([C@@H:15]([C@@H:23]([CH3:26])[CH2:24][CH3:25])[C@H:16]([O:21][CH3:22])[CH2:17][C:18](=[O:20])[O:19][C:42]1[C:43]([F:52])=[C:44]([F:51])[C:45]([F:50])=[C:46]([F:49])[C:47]=1[F:48])[CH3:14])=[O:12])[CH:8]([CH3:10])[CH3:9])=[O:5]. (2) The product is: [ClH:29].[ClH:29].[ClH:29].[NH2:17][CH2:16][CH2:15][CH2:14][CH2:13][N:10]1[CH2:11][CH2:12][N:7]([CH2:6][CH2:5][CH2:4][C:1]([OH:3])=[O:2])[CH2:8][CH2:9]1. Given the reactants [C:1]([CH2:4][CH2:5][CH2:6][N:7]1[CH2:12][CH2:11][N:10]([CH2:13][CH2:14][CH2:15][CH2:16][NH:17]C(=O)C2C(=CC=CC=2)C(O)=O)[CH2:9][CH2:8]1)([OH:3])=[O:2].[ClH:29], predict the reaction product.